From a dataset of Full USPTO retrosynthesis dataset with 1.9M reactions from patents (1976-2016). Predict the reactants needed to synthesize the given product. Given the product [CH:9]1([C:12]2[S:50][C:15]3[N:16]([CH2:34][C:35]4[CH:40]=[CH:39][C:38]([C:41]5[CH:46]=[CH:45][CH:44]=[CH:43][C:42]=5[C:47]5[NH:51][C:4](=[O:7])[O:5][N:48]=5)=[CH:37][C:36]=4[F:49])[C:17](=[O:33])[N:18]([CH2:21][C:22]([C:24]4[CH:29]=[CH:28][C:27]([F:30])=[CH:26][C:25]=4[O:31][CH3:32])=[O:23])[C:19](=[O:20])[C:14]=3[CH:13]=2)[CH2:11][CH2:10]1, predict the reactants needed to synthesize it. The reactants are: [Cl-].O[NH3+].[C:4](=[O:7])([O-])[OH:5].[Na+].[CH:9]1([C:12]2[S:50][C:15]3[N:16]([CH2:34][C:35]4[CH:40]=[CH:39][C:38]([C:41]5[C:42]([C:47]#[N:48])=[CH:43][CH:44]=[CH:45][CH:46]=5)=[CH:37][C:36]=4[F:49])[C:17](=[O:33])[N:18]([CH2:21][C:22]([C:24]4[CH:29]=[CH:28][C:27]([F:30])=[CH:26][C:25]=4[O:31][CH3:32])=[O:23])[C:19](=[O:20])[C:14]=3[CH:13]=2)[CH2:11][CH2:10]1.[N:51]12CCCN=C1CCCCC2.